This data is from Reaction yield outcomes from USPTO patents with 853,638 reactions. The task is: Predict the reaction yield, written as a fraction of the theoretical maximum amount of product (1.0 means a 100% yield; for example, 0.34 means a 34% yield). (1) The reactants are [CH2:1]([CH:4]1[CH2:8][N:7]([CH2:9][C:10]2[C:18]3[C:13](=[N:14][CH:15]=[CH:16][CH:17]=3)[NH:12][CH:11]=2)[C:6](=[O:19])[CH2:5]1)[CH2:2][CH3:3].ClC1C=C(C=CC=1)C(OO)=[O:25].CCCCCC. The catalyst is COCCOC. The product is [O-:25][N+:14]1[CH:15]=[CH:16][CH:17]=[C:18]2[C:10]([CH2:9][N:7]3[CH2:8][CH:4]([CH2:1][CH2:2][CH3:3])[CH2:5][C:6]3=[O:19])=[CH:11][NH:12][C:13]=12. The yield is 0.470. (2) The reactants are [F:1][C:2]1[CH:11]=[C:10]([C:12]2[C:17]([CH:18]3[CH2:23][CH2:22][NH:21][CH2:20][CH2:19]3)=[N:16][CH:15]=[CH:14][N:13]=2)[CH:9]=[CH:8][C:3]=1[C:4]([NH:6][CH3:7])=[O:5].Cl[C:25]1[CH:34]=[CH:33][C:32]2[C:27](=[CH:28][CH:29]=[C:30]([F:35])[CH:31]=2)[N:26]=1.CS(C)=O.C(=O)([O-])[O-].[K+].[K+]. The catalyst is O.C(OCC)C. The product is [F:1][C:2]1[CH:11]=[C:10]([C:12]2[C:17]([CH:18]3[CH2:23][CH2:22][N:21]([C:25]4[CH:34]=[CH:33][C:32]5[C:27](=[CH:28][CH:29]=[C:30]([F:35])[CH:31]=5)[N:26]=4)[CH2:20][CH2:19]3)=[N:16][CH:15]=[CH:14][N:13]=2)[CH:9]=[CH:8][C:3]=1[C:4]([NH:6][CH3:7])=[O:5]. The yield is 0.397. (3) The reactants are [CH3:1][O:2][C:3]1[C:12]([O:13][CH2:14][CH2:15][O:16][CH3:17])=[CH:11][C:6]([C:7]([O:9][CH3:10])=[O:8])=[C:5]([N+:18]([O-])=O)[CH:4]=1.[H][H]. The catalyst is CO.O=[Pt]=O. The product is [NH2:18][C:5]1[CH:4]=[C:3]([O:2][CH3:1])[C:12]([O:13][CH2:14][CH2:15][O:16][CH3:17])=[CH:11][C:6]=1[C:7]([O:9][CH3:10])=[O:8]. The yield is 0.830. (4) The product is [O:1]=[C:2]1[C:10]2[C:5](=[CH:6][CH:7]=[CH:8][CH:9]=2)[C:4](=[O:11])[N:3]1[CH2:12][CH2:13][CH2:14][CH2:15][C:16]1[CH:21]=[CH:20][C:19]([S:22]([NH:33][C@@H:34]([CH:38]([CH3:40])[CH3:39])[C:35]([NH2:37])=[O:36])(=[O:24])=[O:23])=[CH:18][CH:17]=1. The yield is 0.730. The reactants are [O:1]=[C:2]1[C:10]2[C:5](=[CH:6][CH:7]=[CH:8][CH:9]=2)[C:4](=[O:11])[N:3]1[CH2:12][CH2:13][CH2:14][CH2:15][C:16]1[CH:21]=[CH:20][C:19]([S:22](Cl)(=[O:24])=[O:23])=[CH:18][CH:17]=1.CN1CCOCC1.[NH2:33][C@@H:34]([CH:38]([CH3:40])[CH3:39])[C:35]([NH2:37])=[O:36]. The catalyst is CN(C=O)C. (5) The reactants are CS(C)=O.C(Cl)(=O)C(Cl)=O.[CH3:11][O:12][C:13]1[CH:18]=[CH:17][C:16]([CH2:19][CH2:20][CH2:21][OH:22])=[CH:15][CH:14]=1.C(N(CC)CC)C. The catalyst is ClCCl. The product is [CH3:11][O:12][C:13]1[CH:18]=[CH:17][C:16]([CH2:19][CH2:20][CH:21]=[O:22])=[CH:15][CH:14]=1. The yield is 0.510.